The task is: Predict the product of the given reaction.. This data is from Forward reaction prediction with 1.9M reactions from USPTO patents (1976-2016). (1) Given the reactants [NH2:1][C:2]1[CH:7]=[CH:6][C:5]([F:8])=[CH:4][C:3]=1[NH:9][C:10]1[C:11]([CH3:20])=[C:12]([CH:17]=[CH:18][CH:19]=1)[C:13]([O:15][CH3:16])=[O:14].[C:21](Cl)(=O)[CH3:22], predict the reaction product. The product is: [F:8][C:5]1[CH:6]=[CH:7][C:2]2[N:1]=[C:21]([CH3:22])[N:9]([C:10]3[C:11]([CH3:20])=[C:12]([CH:17]=[CH:18][CH:19]=3)[C:13]([O:15][CH3:16])=[O:14])[C:3]=2[CH:4]=1. (2) Given the reactants Br[C:2]1[CH:3]=[C:4]([CH:26]=[CH:27][CH:28]=1)[CH2:5][N:6]1[C:10]([CH3:11])=[CH:9][C:8](/[CH:12]=[C:13](\[F:25])/[C:14]2[CH:19]=[CH:18][C:17]([O:20][C:21]([F:24])([F:23])[F:22])=[CH:16][CH:15]=2)=[N:7]1.[Si]([O:46][CH:47]1[CH2:50][NH:49][CH2:48]1)(C(C)(C)C)(C1C=CC=CC=1)C1C=CC=CC=1.C1(P(C2CCCCC2)C2C=CC=CC=2C2C(C(C)C)=CC(C(C)C)=CC=2C(C)C)CCCCC1.[F-].C([N+](CCCC)(CCCC)CCCC)CCC, predict the reaction product. The product is: [F:25]/[C:13](/[C:14]1[CH:19]=[CH:18][C:17]([O:20][C:21]([F:24])([F:23])[F:22])=[CH:16][CH:15]=1)=[CH:12]\[C:8]1[CH:9]=[C:10]([CH3:11])[N:6]([CH2:5][C:4]2[CH:3]=[C:2]([N:49]3[CH2:50][CH:47]([OH:46])[CH2:48]3)[CH:28]=[CH:27][CH:26]=2)[N:7]=1. (3) Given the reactants C[O:2][C:3]([C@H:5]1[N:9]2[C:10](=[O:29])[CH:11]=[C:12]([CH2:22][CH2:23][CH2:24][CH2:25][CH2:26][CH2:27][CH3:28])[C:13]([C:14]3[CH:19]=[CH:18][C:17]([F:20])=[C:16]([F:21])[CH:15]=3)=[C:8]2[S:7][CH2:6]1)=[O:4].[Li+].[OH-], predict the reaction product. The product is: [F:21][C:16]1[CH:15]=[C:14]([C:13]2[C:12]([CH2:22][CH2:23][CH2:24][CH2:25][CH2:26][CH2:27][CH3:28])=[CH:11][C:10](=[O:29])[N:9]3[C@H:5]([C:3]([OH:4])=[O:2])[CH2:6][S:7][C:8]=23)[CH:19]=[CH:18][C:17]=1[F:20]. (4) Given the reactants [F:1][C:2]1[CH:16]=[CH:15][C:5]([O:6][C:7]2[CH:8]=[CH:9][C:10]([O:13]C)=[N:11][CH:12]=2)=[CH:4][CH:3]=1.[Cl:17][C:18]1[CH:25]=[CH:24][C:21]([CH2:22]Cl)=[CH:20][CH:19]=1.[Na+].[I-], predict the reaction product. The product is: [Cl:17][C:18]1[CH:25]=[CH:24][C:21]([CH2:22][N:11]2[CH:12]=[C:7]([O:6][C:5]3[CH:15]=[CH:16][C:2]([F:1])=[CH:3][CH:4]=3)[CH:8]=[CH:9][C:10]2=[O:13])=[CH:20][CH:19]=1. (5) Given the reactants [C:1](N1C=CN=C1)(N1C=CN=C1)=[O:2].[CH3:13][O:14][C:15]1[C:20]([N+:21]([O-:23])=[O:22])=[C:19]([O:24][CH3:25])[N:18]=[C:17]([NH:26][CH2:27][CH2:28][NH2:29])[N:16]=1, predict the reaction product. The product is: [CH3:13][O:14][C:15]1[C:20]([N+:21]([O-:23])=[O:22])=[C:19]([O:24][CH3:25])[N:18]=[C:17]([N:26]2[CH2:27][CH2:28][NH:29][C:1]2=[O:2])[N:16]=1. (6) Given the reactants [CH:1]1([N:4]2[CH2:12][C:11]3[C:6](=[CH:7][CH:8]=[C:9]([NH2:13])[CH:10]=3)[CH2:5]2)[CH2:3][CH2:2]1.Cl[C:15]1[N:20]=[C:19]([NH:21][C@@H:22]2[CH2:27][CH2:26][CH2:25][N:24]([C:28](=[O:31])[CH:29]=[CH2:30])[CH2:23]2)[C:18]([F:32])=[CH:17][N:16]=1.C([O-])([O-])=O.[Cs+].[Cs+].CN(C1C(C2C(P(C3CCCCC3)C3CCCCC3)=CC=CC=2)=CC=CC=1)C, predict the reaction product. The product is: [CH:1]1([N:4]2[CH2:12][C:11]3[C:6](=[CH:7][CH:8]=[C:9]([NH:13][C:15]4[N:20]=[C:19]([NH:21][C@@H:22]5[CH2:27][CH2:26][CH2:25][N:24]([C:28](=[O:31])[CH:29]=[CH2:30])[CH2:23]5)[C:18]([F:32])=[CH:17][N:16]=4)[CH:10]=3)[CH2:5]2)[CH2:3][CH2:2]1. (7) The product is: [Cl:14][C:11]1[S:10][C:9]([NH:8][C:5]2[CH:4]=[CH:3][C:2]([F:1])=[CH:7][CH:6]=2)=[N:13][CH:12]=1. Given the reactants [F:1][C:2]1[CH:7]=[CH:6][C:5]([NH:8][C:9]2[S:10][CH:11]=[CH:12][N:13]=2)=[CH:4][CH:3]=1.[Cl:14]N1C(=O)CCC1=O, predict the reaction product.